Dataset: hERG Central: cardiac toxicity at 1µM, 10µM, and general inhibition. Task: Predict hERG channel inhibition at various concentrations. (1) The drug is Nc1nc(NC(=O)/C=C/c2ccc(F)cc2)nn1-c1ccccc1. Results: hERG_inhib (hERG inhibition (general)): blocker. (2) The compound is CCC(=O)N1N=C(c2ccc(NS(C)(=O)=O)cc2)CC1c1ccc(N(C)C)cc1. Results: hERG_inhib (hERG inhibition (general)): blocker.